Dataset: Forward reaction prediction with 1.9M reactions from USPTO patents (1976-2016). Task: Predict the product of the given reaction. (1) Given the reactants [Br:1][C:2]1[C:3]([CH3:9])=[N:4][C:5](I)=[CH:6][CH:7]=1.ClCCl.C([Mg]Cl)(C)C.CN(C)[CH:20]=[O:21], predict the reaction product. The product is: [Br:1][C:2]1[CH:7]=[CH:6][C:5]([CH:20]=[O:21])=[N:4][C:3]=1[CH3:9]. (2) Given the reactants Cl.[C:2]1([NH:8]N)[CH:7]=[CH:6][CH:5]=[CH:4][CH:3]=1.O=[C:11]([CH2:17][CH3:18])[CH2:12][CH2:13][C:14]([OH:16])=[O:15], predict the reaction product. The product is: [CH2:17]([C:11]1[NH:8][C:2]2[C:7]([C:12]=1[CH2:13][C:14]([OH:16])=[O:15])=[CH:6][CH:5]=[CH:4][CH:3]=2)[CH3:18]. (3) Given the reactants [F:1][C:2]1([F:21])[C:7](=O)[NH:6][CH2:5][C:4]2([CH2:13][CH2:12][N:11]([C:14]([O:16][C:17]([CH3:20])([CH3:19])[CH3:18])=[O:15])[CH2:10][CH2:9]2)[O:3]1, predict the reaction product. The product is: [F:21][C:2]1([F:1])[CH2:7][NH:6][CH2:5][C:4]2([CH2:9][CH2:10][N:11]([C:14]([O:16][C:17]([CH3:19])([CH3:18])[CH3:20])=[O:15])[CH2:12][CH2:13]2)[O:3]1.